Predict the reactants needed to synthesize the given product. From a dataset of Full USPTO retrosynthesis dataset with 1.9M reactions from patents (1976-2016). Given the product [F:1][C:2]1[CH:3]=[N:4][CH:5]=[CH:6][C:7]=1[NH:8][C:10]1[C:15]2[O:16][CH2:17][CH2:18][N:19]([CH:20]3[CH2:25][CH2:24][N:23]([C:26]([O:28][CH:29]([CH3:31])[CH3:30])=[O:27])[CH2:22][CH2:21]3)[C:14]=2[N:13]=[CH:12][N:11]=1, predict the reactants needed to synthesize it. The reactants are: [F:1][C:2]1[CH:3]=[N:4][CH:5]=[CH:6][C:7]=1[NH2:8].Cl[C:10]1[C:15]2[O:16][CH2:17][CH2:18][N:19]([CH:20]3[CH2:25][CH2:24][N:23]([C:26]([O:28][CH:29]([CH3:31])[CH3:30])=[O:27])[CH2:22][CH2:21]3)[C:14]=2[N:13]=[CH:12][N:11]=1.